This data is from Full USPTO retrosynthesis dataset with 1.9M reactions from patents (1976-2016). The task is: Predict the reactants needed to synthesize the given product. (1) Given the product [Cl:1][C:2]1[CH:3]=[C:4]2[C:9](=[CH:10][CH:11]=1)[NH:8][C:7](=[O:12])[N:6]([CH2:13][C:14]([F:17])([F:16])[F:15])[C:5]2([CH:37]1[CH2:39][CH2:38]1)[C:19]1[CH:24]=[CH:23][C:22]([Br:25])=[CH:21][CH:20]=1, predict the reactants needed to synthesize it. The reactants are: [Cl:1][C:2]1[CH:3]=[C:4]2[C:9](=[CH:10][CH:11]=1)[NH:8][C:7](=[O:12])[N:6]([CH2:13][C:14]([F:17])([F:16])[F:15])[C:5]2([C:19]1[CH:24]=[CH:23][C:22]([Br:25])=[CH:21][CH:20]=1)O.C(N(CC)CC)C.S(Cl)(Cl)=O.[CH:37]1([Mg]Br)[CH2:39][CH2:38]1. (2) The reactants are: [CH2:1]([O:8][C:9]1[CH:18]=[CH:17][C:12]([C:13]([O:15]C)=[O:14])=[CH:11][C:10]=1[N:19]([CH2:24][CH2:25][N:26]1[CH2:31][CH2:30][O:29][CH2:28][CH2:27]1)[S:20]([CH3:23])(=[O:22])=[O:21])[C:2]1[CH:7]=[CH:6][CH:5]=[CH:4][CH:3]=1.[Li+].[OH-].Cl. Given the product [CH2:1]([O:8][C:9]1[CH:18]=[CH:17][C:12]([C:13]([OH:15])=[O:14])=[CH:11][C:10]=1[N:19]([CH2:24][CH2:25][N:26]1[CH2:31][CH2:30][O:29][CH2:28][CH2:27]1)[S:20]([CH3:23])(=[O:22])=[O:21])[C:2]1[CH:7]=[CH:6][CH:5]=[CH:4][CH:3]=1, predict the reactants needed to synthesize it. (3) Given the product [NH2:1][C:4]1[CH:5]=[C:6]2[N:12]=[CH:11][S:10][C:7]2=[N:8][CH:9]=1, predict the reactants needed to synthesize it. The reactants are: [N+:1]([C:4]1[CH:5]=[C:6]2[N:12]=[CH:11][S:10][C:7]2=[N:8][CH:9]=1)([O-])=O. (4) The reactants are: [Br:1][C:2]1[S:6][C:5]([C:7]([NH:9][CH:10]([C:12]2[N:17]=[N:16][C:15]([NH:18][C:19]3[CH:24]=[CH:23][C:22]([O:25][CH3:26])=[CH:21][CH:20]=3)=[N:14][CH:13]=2)[CH3:11])=O)=[CH:4][CH:3]=1.P(Cl)(Cl)(Cl)=O. Given the product [Br:1][C:2]1[S:6][C:5]([C:7]2[N:17]3[C:12]([CH:13]=[N:14][C:15]([NH:18][C:19]4[CH:24]=[CH:23][C:22]([O:25][CH3:26])=[CH:21][CH:20]=4)=[N:16]3)=[C:10]([CH3:11])[N:9]=2)=[CH:4][CH:3]=1, predict the reactants needed to synthesize it.